Dataset: Catalyst prediction with 721,799 reactions and 888 catalyst types from USPTO. Task: Predict which catalyst facilitates the given reaction. (1) Reactant: [CH2:1]([C:3]1[C:4]([CH3:26])=[C:5]2[C:9](=[C:10]([O:18][CH2:19][CH2:20][Si:21]([CH3:24])([CH3:23])[CH3:22])[C:11]=1[CH2:12][CH:13]=[C:14]([CH3:17])[CH2:15]O)[C:8](=[O:25])[O:7][CH2:6]2)[CH3:2].C1(P(C2C=CC=CC=2)C2C=CC=CC=2)C=CC=CC=1.C(Br)(Br)(Br)[Br:47]. Product: [Br:47][CH2:15][C:14]([CH3:17])=[CH:13][CH2:12][C:11]1[C:10]([O:18][CH2:19][CH2:20][Si:21]([CH3:23])([CH3:24])[CH3:22])=[C:9]2[C:5]([CH2:6][O:7][C:8]2=[O:25])=[C:4]([CH3:26])[C:3]=1[CH2:1][CH3:2]. The catalyst class is: 2. (2) Reactant: [OH:1][C@@H:2]1[CH2:18][CH:17]2[C@@:5]([CH3:34])([C@@H:6]3[C@@H:14]([CH2:15][CH2:16]2)[C@H:13]2[C@@:9]([CH3:32])([C@@H:10]([C:19]([NH:21][CH2:22][CH2:23][NH:24]C(=O)OC(C)(C)C)=[O:20])[CH2:11][CH2:12]2)[CH2:8][C@@H:7]3[OH:33])[CH2:4][CH2:3]1.FC(F)(F)C(O)=O. Product: [NH2:24][CH2:23][CH2:22][NH:21][C:19]([C@@H:10]1[C@:9]2([CH3:32])[C@H:13]([C@H:14]3[C@H:6]([C@@H:7]([OH:33])[CH2:8]2)[C@:5]2([CH3:34])[CH:17]([CH2:18][C@@H:2]([OH:1])[CH2:3][CH2:4]2)[CH2:16][CH2:15]3)[CH2:12][CH2:11]1)=[O:20]. The catalyst class is: 2. (3) Product: [O:5]1[C:6]2[C:7](=[N:8][CH:9]=[CH:10][CH:11]=2)[C:2](=[O:19])[CH2:3][CH2:4]1. The catalyst class is: 828. Reactant: C=[C:2]1[C:7]2=[N:8][CH:9]=[CH:10][CH:11]=[C:6]2[O:5][CH2:4][CH2:3]1.CO.C(Cl)(Cl)Cl.C([O-])(O)=[O:19].[Na+]. (4) Reactant: [N:1]1[C:10]2[C:5](=[CH:6][CH:7]=[CH:8][CH:9]=2)[CH:4]=[C:3]([CH:11]=O)[CH:2]=1.[Br-].[O:14]1CCO[CH:15]1[CH2:19][P+](C1C=CC=CC=1)(C1C=CC=CC=1)C1C=CC=CC=1.COCCOCCN(CCOCCOC)CCOCCOC.C([O-])([O-])=O.[K+].[K+]. Product: [N:1]1[C:10]2[C:5](=[CH:6][CH:7]=[CH:8][CH:9]=2)[CH:4]=[C:3](/[CH:11]=[CH:19]/[CH:15]=[O:14])[CH:2]=1. The catalyst class is: 2. (5) Reactant: [Cl:1][C:2]1[N:7]=[C:6]2[NH:8][CH:9]=[C:10]([C:11]#[N:12])[C:5]2=[C:4]([C:13]2[CH:14]=[N:15][CH:16]=[C:17]([CH3:19])[CH:18]=2)[CH:3]=1.[H-].[Na+].[CH3:22][Si:23]([CH3:30])([CH3:29])[CH2:24][CH2:25][O:26][CH2:27]Cl.O. Product: [Cl:1][C:2]1[N:7]=[C:6]2[N:8]([CH2:27][O:26][CH2:25][CH2:24][Si:23]([CH3:30])([CH3:29])[CH3:22])[CH:9]=[C:10]([C:11]#[N:12])[C:5]2=[C:4]([C:13]2[CH:14]=[N:15][CH:16]=[C:17]([CH3:19])[CH:18]=2)[CH:3]=1. The catalyst class is: 9. (6) Reactant: Cl[C:2]1[C:12]2[CH:11]=[C:10]([C:13]([O:15][CH3:16])=[O:14])[CH2:9][CH2:8][NH:7][C:6]=2[N:5]=[CH:4][N:3]=1.[Cl:17][C:18]1[CH:19]=[C:20]([CH:22]=[CH:23][C:24]=1[O:25][C:26]1[CH:31]=[CH:30][CH:29]=[C:28]([S:32][CH2:33][C:34]([F:37])([F:36])[F:35])[CH:27]=1)[NH2:21].[Cl-].[NH+]1C=CC=CC=1. Product: [Cl:17][C:18]1[CH:19]=[C:20]([NH:21][C:2]2[C:12]3[CH:11]=[C:10]([C:13]([O:15][CH3:16])=[O:14])[CH2:9][CH2:8][NH:7][C:6]=3[N:5]=[CH:4][N:3]=2)[CH:22]=[CH:23][C:24]=1[O:25][C:26]1[CH:31]=[CH:30][CH:29]=[C:28]([S:32][CH2:33][C:34]([F:35])([F:36])[F:37])[CH:27]=1. The catalyst class is: 32. (7) Reactant: [OH2:1].NN.O=[S:5]1[CH2:10][CH2:9][N:8]([CH2:11][CH2:12][CH2:13][N:14]2C(=O)C3C(=CC=CC=3)C2=O)[CH2:7][CH2:6]1. Product: [O:1]=[C:6]1[CH2:7][N:8]([CH2:11][CH2:12][CH2:13][NH2:14])[CH2:9][CH2:10][S:5]1. The catalyst class is: 8.